From a dataset of NCI-60 drug combinations with 297,098 pairs across 59 cell lines. Regression. Given two drug SMILES strings and cell line genomic features, predict the synergy score measuring deviation from expected non-interaction effect. (1) Drug 1: C1=NC2=C(N1)C(=S)N=CN2. Drug 2: CC(C)CN1C=NC2=C1C3=CC=CC=C3N=C2N. Cell line: OVCAR-4. Synergy scores: CSS=60.8, Synergy_ZIP=0.292, Synergy_Bliss=0.911, Synergy_Loewe=0.345, Synergy_HSA=0.350. (2) Drug 2: CCC1(CC2CC(C3=C(CCN(C2)C1)C4=CC=CC=C4N3)(C5=C(C=C6C(=C5)C78CCN9C7C(C=CC9)(C(C(C8N6C=O)(C(=O)OC)O)OC(=O)C)CC)OC)C(=O)OC)O.OS(=O)(=O)O. Synergy scores: CSS=4.81, Synergy_ZIP=-0.334, Synergy_Bliss=1.90, Synergy_Loewe=-8.70, Synergy_HSA=0.159. Drug 1: CNC(=O)C1=CC=CC=C1SC2=CC3=C(C=C2)C(=NN3)C=CC4=CC=CC=N4. Cell line: SK-OV-3. (3) Drug 1: C1=CC(=CC=C1CCCC(=O)O)N(CCCl)CCCl. Cell line: CCRF-CEM. Synergy scores: CSS=81.1, Synergy_ZIP=3.50, Synergy_Bliss=3.80, Synergy_Loewe=0.560, Synergy_HSA=6.13. Drug 2: COC1=NC(=NC2=C1N=CN2C3C(C(C(O3)CO)O)O)N.